From a dataset of NCI-60 drug combinations with 297,098 pairs across 59 cell lines. Regression. Given two drug SMILES strings and cell line genomic features, predict the synergy score measuring deviation from expected non-interaction effect. (1) Drug 1: C1=NC2=C(N=C(N=C2N1C3C(C(C(O3)CO)O)O)F)N. Drug 2: CC1=C2C(C(=O)C3(C(CC4C(C3C(C(C2(C)C)(CC1OC(=O)C(C(C5=CC=CC=C5)NC(=O)C6=CC=CC=C6)O)O)OC(=O)C7=CC=CC=C7)(CO4)OC(=O)C)O)C)OC(=O)C. Cell line: OVCAR-8. Synergy scores: CSS=49.6, Synergy_ZIP=-7.91, Synergy_Bliss=-5.34, Synergy_Loewe=-4.54, Synergy_HSA=-2.75. (2) Drug 1: C1=CC(=C2C(=C1NCCNCCO)C(=O)C3=C(C=CC(=C3C2=O)O)O)NCCNCCO. Drug 2: C1=NC2=C(N1)C(=S)N=C(N2)N. Cell line: SF-268. Synergy scores: CSS=47.7, Synergy_ZIP=-7.15, Synergy_Bliss=-5.81, Synergy_Loewe=-4.39, Synergy_HSA=-0.798. (3) Drug 1: C1C(C(OC1N2C=C(C(=O)NC2=O)F)CO)O. Drug 2: CCCCC(=O)OCC(=O)C1(CC(C2=C(C1)C(=C3C(=C2O)C(=O)C4=C(C3=O)C=CC=C4OC)O)OC5CC(C(C(O5)C)O)NC(=O)C(F)(F)F)O. Cell line: TK-10. Synergy scores: CSS=26.9, Synergy_ZIP=-6.62, Synergy_Bliss=-9.54, Synergy_Loewe=-9.19, Synergy_HSA=-8.42. (4) Drug 1: C1=CC(=CC=C1CCCC(=O)O)N(CCCl)CCCl. Drug 2: CS(=O)(=O)CCNCC1=CC=C(O1)C2=CC3=C(C=C2)N=CN=C3NC4=CC(=C(C=C4)OCC5=CC(=CC=C5)F)Cl. Cell line: T-47D. Synergy scores: CSS=27.7, Synergy_ZIP=-7.07, Synergy_Bliss=-1.26, Synergy_Loewe=-1.54, Synergy_HSA=-0.420. (5) Drug 1: C1=CC(=C2C(=C1NCCNCCO)C(=O)C3=C(C=CC(=C3C2=O)O)O)NCCNCCO. Drug 2: C(CCl)NC(=O)N(CCCl)N=O. Cell line: SW-620. Synergy scores: CSS=18.6, Synergy_ZIP=-10.9, Synergy_Bliss=-14.9, Synergy_Loewe=-31.3, Synergy_HSA=-13.4. (6) Drug 1: C1CCC(C1)C(CC#N)N2C=C(C=N2)C3=C4C=CNC4=NC=N3. Cell line: CCRF-CEM. Synergy scores: CSS=-12.0, Synergy_ZIP=0.0930, Synergy_Bliss=-14.5, Synergy_Loewe=-15.9, Synergy_HSA=-16.2. Drug 2: CN(C(=O)NC(C=O)C(C(C(CO)O)O)O)N=O. (7) Drug 1: CCCS(=O)(=O)NC1=C(C(=C(C=C1)F)C(=O)C2=CNC3=C2C=C(C=N3)C4=CC=C(C=C4)Cl)F. Drug 2: CS(=O)(=O)C1=CC(=C(C=C1)C(=O)NC2=CC(=C(C=C2)Cl)C3=CC=CC=N3)Cl. Cell line: NCI-H322M. Synergy scores: CSS=-15.9, Synergy_ZIP=2.33, Synergy_Bliss=-10.2, Synergy_Loewe=-16.7, Synergy_HSA=-16.4.